Dataset: Catalyst prediction with 721,799 reactions and 888 catalyst types from USPTO. Task: Predict which catalyst facilitates the given reaction. Reactant: [O:1]1[CH2:6][CH2:5][N:4]([C:7]2[C:8]3[N:9]([CH:21]=[C:22]([CH2:24][O:25][C:26]4[CH:35]=[CH:34][C:33]5[C:28](=[CH:29][CH:30]=[CH:31][CH:32]=5)[N:27]=4)[N:23]=3)[C:10]([C:13]3[CH:14]=[CH:15][C:16]([C:19]#[N:20])=[N:17][CH:18]=3)=[CH:11][N:12]=2)[CH2:3][CH2:2]1.[OH-:36].[Na+].OO.Cl. Product: [O:1]1[CH2:6][CH2:5][N:4]([C:7]2[C:8]3[N:9]([CH:21]=[C:22]([CH2:24][O:25][C:26]4[CH:35]=[CH:34][C:33]5[C:28](=[CH:29][CH:30]=[CH:31][CH:32]=5)[N:27]=4)[N:23]=3)[C:10]([C:13]3[CH:14]=[CH:15][C:16]([C:19]([NH2:20])=[O:36])=[N:17][CH:18]=3)=[CH:11][N:12]=2)[CH2:3][CH2:2]1. The catalyst class is: 593.